Dataset: Full USPTO retrosynthesis dataset with 1.9M reactions from patents (1976-2016). Task: Predict the reactants needed to synthesize the given product. Given the product [CH2:55]1[C:58]2([CH2:63][CH2:62][N:61]([C:19]([C:16]3[N:17]=[N:18][C:13]([NH:12][C:10]([N:2]4[CH2:1][C:9]5[C:4](=[CH:5][CH:6]=[CH:7][CH:8]=5)[CH2:3]4)=[O:11])=[CH:14][CH:15]=3)=[O:21])[CH2:60][CH2:59]2)[CH2:57][O:56]1, predict the reactants needed to synthesize it. The reactants are: [CH2:1]1[C:9]2[C:4](=[CH:5][CH:6]=[CH:7][CH:8]=2)[CH2:3][N:2]1[C:10]([NH:12][C:13]1[N:18]=[N:17][C:16]([C:19]([OH:21])=O)=[CH:15][CH:14]=1)=[O:11].F[P-](F)(F)(F)(F)F.N1(OC(N(C)C)=[N+](C)C)C2N=CC=CC=2N=N1.C(N(C(C)C)CC)(C)C.[CH2:55]1[C:58]2([CH2:63][CH2:62][NH:61][CH2:60][CH2:59]2)[CH2:57][O:56]1.